From a dataset of Peptide-MHC class I binding affinity with 185,985 pairs from IEDB/IMGT. Regression. Given a peptide amino acid sequence and an MHC pseudo amino acid sequence, predict their binding affinity value. This is MHC class I binding data. The peptide sequence is DEWECTRDD. The MHC is HLA-B15:01 with pseudo-sequence HLA-B15:01. The binding affinity (normalized) is 0.0847.